From a dataset of Peptide-MHC class II binding affinity with 134,281 pairs from IEDB. Regression. Given a peptide amino acid sequence and an MHC pseudo amino acid sequence, predict their binding affinity value. This is MHC class II binding data. (1) The peptide sequence is RRGSANGKTLGEVWK. The MHC is DRB1_0701 with pseudo-sequence DRB1_0701. The binding affinity (normalized) is 0.303. (2) The binding affinity (normalized) is 0.210. The MHC is DRB1_0802 with pseudo-sequence DRB1_0802. The peptide sequence is IYKASPTLAFPAGVC. (3) The peptide sequence is DGTYDITKLGAKPDG. The MHC is HLA-DPA10201-DPB10501 with pseudo-sequence HLA-DPA10201-DPB10501. The binding affinity (normalized) is 0.0778. (4) The peptide sequence is INEPVAAAIAYGLDR. The MHC is HLA-DQA10401-DQB10402 with pseudo-sequence HLA-DQA10401-DQB10402. The binding affinity (normalized) is 0.602. (5) The peptide sequence is FSLECIMDVGEIQNK. The MHC is DRB5_0101 with pseudo-sequence DRB5_0101. The binding affinity (normalized) is 0.386. (6) The peptide sequence is NNLMMIEQYPYVVIM. The MHC is HLA-DQA10102-DQB10602 with pseudo-sequence HLA-DQA10102-DQB10602. The binding affinity (normalized) is 0.531. (7) The peptide sequence is RQANFLGKIWPSHKGR. The MHC is DRB1_0401 with pseudo-sequence DRB1_0401. The binding affinity (normalized) is 0.436. (8) The peptide sequence is GPTATFEAMYLGTCQ. The MHC is HLA-DQA10301-DQB10302 with pseudo-sequence HLA-DQA10301-DQB10302. The binding affinity (normalized) is 0.281. (9) The peptide sequence is YDKFEANVSTVLTGK. The MHC is DRB1_1302 with pseudo-sequence DRB1_1302. The binding affinity (normalized) is 0.848.